Predict the reaction yield, written as a fraction of the theoretical maximum amount of product (1.0 means a 100% yield; for example, 0.34 means a 34% yield). From a dataset of Reaction yield outcomes from USPTO patents with 853,638 reactions. (1) The yield is 0.712. The reactants are C1(P(C2C=CC=CC=2)C2C=CC=CC=2)C=CC=CC=1.[C:20]([Br:24])(Br)(Br)[Br:21].[C:25]([O:29][C:30]([N:32]1[C@@:36]([CH:38]=O)([CH3:37])[CH2:35][O:34][C:33]1([CH3:41])[CH3:40])=[O:31])([CH3:28])([CH3:27])[CH3:26]. The product is [C:25]([O:29][C:30]([N:32]1[C@:36]([CH:38]=[C:20]([Br:24])[Br:21])([CH3:37])[CH2:35][O:34][C:33]1([CH3:41])[CH3:40])=[O:31])([CH3:28])([CH3:26])[CH3:27]. The catalyst is ClCCl. (2) The reactants are [F:1][C:2]1[CH:3]=[C:4]([CH:28]=[C:29]([F:31])[CH:30]=1)[O:5][C:6]1[CH:11]=[CH:10][C:9]([C:12]2[C:20]3[C:15](=[N:16][CH:17]=[N:18][C:19]=3[NH2:21])[N:14]([CH2:22][C@H:23]3[CH2:27][CH2:26][CH2:25][NH:24]3)[N:13]=2)=[CH:8][CH:7]=1.[C:32]([CH2:34][C:35](O)=[O:36])#[N:33].CN(C(ON1N=NC2C=CC=NC1=2)=[N+](C)C)C.F[P-](F)(F)(F)(F)F.C(N(CC)CC)C. The catalyst is CN(C)C=O. The product is [NH2:21][C:19]1[N:18]=[CH:17][N:16]=[C:15]2[N:14]([CH2:22][C@H:23]3[CH2:27][CH2:26][CH2:25][N:24]3[C:35](=[O:36])[CH2:34][C:32]#[N:33])[N:13]=[C:12]([C:9]3[CH:8]=[CH:7][C:6]([O:5][C:4]4[CH:28]=[C:29]([F:31])[CH:30]=[C:2]([F:1])[CH:3]=4)=[CH:11][CH:10]=3)[C:20]=12. The yield is 0.470. (3) The reactants are C([N:8]1[CH2:13][CH2:12][CH:11]=[C:10]([CH3:14])[CH:9]1[CH2:15][NH:16][C:17](=[O:23])[O:18][C:19]([CH3:22])([CH3:21])[CH3:20])C1C=CC=CC=1. The catalyst is [OH-].[OH-].[Pd+2]. The product is [CH3:14][C@H:10]1[CH2:11][CH2:12][CH2:13][NH:8][C@@H:9]1[CH2:15][NH:16][C:17](=[O:23])[O:18][C:19]([CH3:22])([CH3:21])[CH3:20]. The yield is 0.290. (4) The reactants are [Cl:1][C:2]1[CH:3]=[C:4]([C@@H:12]([CH2:16][CH:17]2[CH2:22][CH2:21][C:20](=[O:23])[CH2:19][CH2:18]2)[C:13](O)=[O:14])[CH:5]=[CH:6][C:7]=1[S:8]([CH3:11])(=[O:10])=[O:9].C1(P(C2C=CC=CC=2)C2C=CC=CC=2)C=CC=CC=1.BrN1C(=O)CCC1=O.[NH2:51][C:52]1[CH:57]=[N:56][C:55]([CH3:58])=[CH:54][N:53]=1.N1C(C)=CC=CC=1C. The catalyst is C(Cl)Cl. The product is [Cl:1][C:2]1[CH:3]=[C:4]([C@@H:12]([CH2:16][CH:17]2[CH2:18][CH2:19][C:20](=[O:23])[CH2:21][CH2:22]2)[C:13]([NH:51][C:52]2[CH:57]=[N:56][C:55]([CH3:58])=[CH:54][N:53]=2)=[O:14])[CH:5]=[CH:6][C:7]=1[S:8]([CH3:11])(=[O:10])=[O:9]. The yield is 0.480.